Dataset: Reaction yield outcomes from USPTO patents with 853,638 reactions. Task: Predict the reaction yield, written as a fraction of the theoretical maximum amount of product (1.0 means a 100% yield; for example, 0.34 means a 34% yield). (1) The reactants are [OH:1][CH2:2][C:3]1[CH:11]=[CH:10][CH:9]=[C:8]2[C:4]=1[CH:5]=[CH:6][NH:7]2.C[N+]1([O-])CCOCC1. The yield is 0.800. The catalyst is C(Cl)Cl.[Ru]([O-])(=O)(=O)=O.C([N+](CCC)(CCC)CCC)CC. The product is [NH:7]1[C:8]2[CH:9]=[CH:10][CH:11]=[C:3]([CH:2]=[O:1])[C:4]=2[CH:5]=[CH:6]1. (2) The reactants are [O:1]=[C:2]1[NH:6][C:5]2[CH:7]=[CH:8][C:9]([C:11]([OH:13])=O)=[CH:10][C:4]=2[S:3]1.[NH:14]1[CH2:19][CH2:18][CH2:17][C@@H:16]2[C:20]3[CH:21]=[CH:22][CH:23]=[CH:24][C:25]=3[CH2:26][C@H:15]12.F[P-](F)(F)(F)(F)F.N1(OC(N(C)C)=[N+](C)C)C2N=CC=CC=2N=N1. No catalyst specified. The product is [N:14]1([C:11]([C:9]2[CH:8]=[CH:7][C:5]3[NH:6][C:2](=[O:1])[S:3][C:4]=3[CH:10]=2)=[O:13])[CH2:19][CH2:18][CH2:17][C@@H:16]2[C:20]3[CH:21]=[CH:22][CH:23]=[CH:24][C:25]=3[CH2:26][C@H:15]12. The yield is 0.740. (3) The reactants are [CH3:1][N:2]1[CH2:7][CH2:6][CH:5]([C:8]([C:10]2[N:15]=[CH:14][CH:13]=[CH:12][CH:11]=2)=[O:9])[CH2:4][CH2:3]1.[ClH:16].C(O)C. The catalyst is C(O)C. The product is [ClH:16].[ClH:16].[CH3:1][N:2]1[CH2:7][CH2:6][CH:5]([C:8]([C:10]2[N:15]=[CH:14][CH:13]=[CH:12][CH:11]=2)=[O:9])[CH2:4][CH2:3]1. The yield is 0.630. (4) The reactants are C(OC[N:9]1[C:13]2[N:14]=[N:15][CH:16]=[C:17]([C:18]3[CH:19]=[N:20][N:21]([CH:23]([CH:27]4[CH2:32][CH2:31][CH2:30][CH2:29][CH2:28]4)[CH2:24][C:25]#[N:26])[CH:22]=3)[C:12]=2[CH:11]=[CH:10]1)(=O)C(C)(C)C.[OH-].[Na+]. The catalyst is CO. The product is [N:14]1[C:13]2[NH:9][CH:10]=[CH:11][C:12]=2[C:17]([C:18]2[CH:19]=[N:20][N:21]([CH:23]([CH:27]3[CH2:32][CH2:31][CH2:30][CH2:29][CH2:28]3)[CH2:24][C:25]#[N:26])[CH:22]=2)=[CH:16][N:15]=1. The yield is 0.670. (5) The reactants are C(NC(C)C)(C)C.C([Li])CCC.[CH3:13][C@@H:14]1[C@H:18]([C:19]2[CH:24]=[CH:23][CH:22]=[CH:21][CH:20]=2)[O:17][C:16](=[O:25])[N:15]1[C:26](=[O:35])[CH2:27][CH2:28][C@H:29]([CH3:34])[CH2:30][CH2:31][CH2:32][CH3:33].Br[CH2:37][C:38]([O:40][C:41]([CH3:44])([CH3:43])[CH3:42])=[O:39]. The catalyst is C1COCC1. The product is [C:41]([O:40][C:38](=[O:39])[CH2:37][C@@H:27]([C:26]([N:15]1[C@H:14]([CH3:13])[C@H:18]([C:19]2[CH:24]=[CH:23][CH:22]=[CH:21][CH:20]=2)[O:17][C:16]1=[O:25])=[O:35])[CH2:28][C@H:29]([CH3:34])[CH2:30][CH2:31][CH2:32][CH3:33])([CH3:44])([CH3:43])[CH3:42]. The yield is 0.610.